From a dataset of Catalyst prediction with 721,799 reactions and 888 catalyst types from USPTO. Predict which catalyst facilitates the given reaction. (1) Reactant: [Cl:1][C:2]1[CH:3]=[C:4]([CH2:11][CH2:12][C:13]#[N:14])[CH:5]=[C:6]([CH2:9][OH:10])[C:7]=1[Cl:8].C(=O)(O)[O-].[Na+]. Product: [Cl:1][C:2]1[CH:3]=[C:4]([CH2:11][CH2:12][C:13]#[N:14])[CH:5]=[C:6]([CH:9]=[O:10])[C:7]=1[Cl:8]. The catalyst class is: 4. (2) Reactant: C[Si](C)(C)[N-][Si](C)(C)C.[Li+].[CH3:11][O:12][C:13](=[O:25])[CH2:14][C@H:15]([OH:24])[C:16]([N:18]1[CH2:23][CH2:22][O:21][CH2:20][CH2:19]1)=[O:17].[CH2:26](Br)[CH:27]=[CH:28][C:29]1[CH:34]=[CH:33][CH:32]=[CH:31][CH:30]=1.C(OCC)(=O)C. Product: [CH3:11][O:12][C:13](=[O:25])[C@@H:14]([C@H:15]([OH:24])[C:16]([N:18]1[CH2:23][CH2:22][O:21][CH2:20][CH2:19]1)=[O:17])[CH2:26]/[CH:27]=[CH:28]/[C:29]1[CH:34]=[CH:33][CH:32]=[CH:31][CH:30]=1. The catalyst class is: 76. (3) Reactant: [CH:1]1([C:4]2[NH:8][N:7]=[C:6]([NH:9][C:10]3[C:17]([F:18])=[CH:16][C:13]([C:14]#[N:15])=[C:12]([NH:19][C@H:20]([C:22]4[CH:27]=[CH:26][C:25]([F:28])=[CH:24][CH:23]=4)[CH3:21])[N:11]=3)[CH:5]=2)[CH2:3][CH2:2]1.N[C@H](C1C=CC(F)=CC=1)C[OH:32].CCN(C(C)C)C(C)C. The catalyst class is: 114. Product: [CH:1]1([C:4]2[NH:8][N:7]=[C:6]([NH:9][C:10]3[C:17]([F:18])=[CH:16][C:13]([C:14]#[N:15])=[C:12]([NH:19][C@H:20]([C:22]4[CH:27]=[CH:26][C:25]([F:28])=[CH:24][CH:23]=4)[CH2:21][OH:32])[N:11]=3)[CH:5]=2)[CH2:3][CH2:2]1. (4) Reactant: [C:9](O[C:9]([O:11][C:12]([CH3:15])([CH3:14])[CH3:13])=[O:10])([O:11][C:12]([CH3:15])([CH3:14])[CH3:13])=[O:10].CN(C1C=CC=CN=1)C.[Cl:25][C:26]1[CH:34]=[C:33]2[C:29]([C:30]([NH2:35])=[N:31][NH:32]2)=[CH:28][CH:27]=1. Product: [Cl:25][C:26]1[CH:34]=[C:33]2[C:29]([C:30]([NH2:35])=[N:31][N:32]2[C:9]([O:11][C:12]([CH3:13])([CH3:14])[CH3:15])=[O:10])=[CH:28][CH:27]=1. The catalyst class is: 4.